From a dataset of Peptide-MHC class II binding affinity with 134,281 pairs from IEDB. Regression. Given a peptide amino acid sequence and an MHC pseudo amino acid sequence, predict their binding affinity value. This is MHC class II binding data. (1) The peptide sequence is VIPEGWKADTSYESK. The MHC is HLA-DQA10201-DQB10202 with pseudo-sequence HLA-DQA10201-DQB10202. The binding affinity (normalized) is 0.0535. (2) The peptide sequence is MIPSWASVKEDLVAY. The MHC is HLA-DQA10102-DQB10501 with pseudo-sequence HLA-DQA10102-DQB10501. The binding affinity (normalized) is 0.368. (3) The peptide sequence is MSQIMYNYPAMRAHA. The MHC is DRB1_1302 with pseudo-sequence DRB1_1302. The binding affinity (normalized) is 0.937. (4) The peptide sequence is EAALTKAITAMSEVQ. The MHC is DRB1_0701 with pseudo-sequence DRB1_0701. The binding affinity (normalized) is 0.766. (5) The peptide sequence is KSSKPLVGPFNFRFMSKGGM. The MHC is DRB1_0101 with pseudo-sequence DRB1_0101. The binding affinity (normalized) is 0.705. (6) The peptide sequence is WAQDLTLPWQSGSGG. The binding affinity (normalized) is 0.0351. The MHC is DRB1_0405 with pseudo-sequence DRB1_0405. (7) The peptide sequence is EKKYFAAHQFEPLAA. The MHC is HLA-DQA10501-DQB10301 with pseudo-sequence HLA-DQA10501-DQB10301. The binding affinity (normalized) is 0.467. (8) The peptide sequence is SGILQLFVFLVLAGR. The MHC is DRB1_1302 with pseudo-sequence DRB1_1302. The binding affinity (normalized) is 0. (9) The peptide sequence is ETLLRAVESYLLA. The MHC is DRB1_0401 with pseudo-sequence DRB1_0401. The binding affinity (normalized) is 0.545.